From a dataset of Reaction yield outcomes from USPTO patents with 853,638 reactions. Predict the reaction yield, written as a fraction of the theoretical maximum amount of product (1.0 means a 100% yield; for example, 0.34 means a 34% yield). (1) The reactants are [N+:1]([O-:4])([O-])=[O:2].[Na+].[Br:6][C:7]1[CH:14]=[CH:13][C:10]([CH:11]=[O:12])=[CH:9][CH:8]=1. The catalyst is S(=O)(=O)(O)O. The product is [Br:6][C:7]1[CH:14]=[CH:13][C:10]([CH:11]=[O:12])=[CH:9][C:8]=1[N+:1]([O-:4])=[O:2]. The yield is 0.950. (2) The reactants are [CH3:1][N:2]1[C:10]([CH:11]=O)=[N:9][C:8]2[C:3]1=[N:4][C:5]([N:19]1[C:23]3[CH:24]=[CH:25][CH:26]=[CH:27][C:22]=3[N:21]=[C:20]1[CH3:28])=[N:6][C:7]=2[N:13]1[CH2:18][CH2:17][O:16][CH2:15][CH2:14]1.[O:29]1[C:33]2([CH2:38][CH2:37][NH:36][CH2:35][CH2:34]2)[CH2:32][NH:31][C:30]1=[O:39].C(O[BH-](OC(=O)C)OC(=O)C)(=O)C.[Na+]. The catalyst is ClCCCl. The product is [CH3:1][N:2]1[C:10]([CH2:11][N:36]2[CH2:35][CH2:34][C:33]3([O:29][C:30](=[O:39])[NH:31][CH2:32]3)[CH2:38][CH2:37]2)=[N:9][C:8]2[C:3]1=[N:4][C:5]([N:19]1[C:23]3[CH:24]=[CH:25][CH:26]=[CH:27][C:22]=3[N:21]=[C:20]1[CH3:28])=[N:6][C:7]=2[N:13]1[CH2:14][CH2:15][O:16][CH2:17][CH2:18]1. The yield is 0.560. (3) The reactants are [Cl:1][C:2]1[CH:7]=[CH:6][CH:5]=[C:4]([F:8])[C:3]=1[CH2:9][C:10]([OH:12])=[O:11].OS(O)(=O)=O.[CH3:18][CH2:19]O. No catalyst specified. The product is [Cl:1][C:2]1[CH:7]=[CH:6][CH:5]=[C:4]([F:8])[C:3]=1[CH2:9][C:10]([O:12][CH2:18][CH3:19])=[O:11]. The yield is 0.950. (4) The reactants are [NH2:1][CH2:2][CH2:3][CH2:4][CH2:5][CH2:6][CH2:7][OH:8].[CH3:9][C:10]([O:13][C:14](O[C:14]([O:13][C:10]([CH3:12])([CH3:11])[CH3:9])=[O:15])=[O:15])([CH3:12])[CH3:11]. The catalyst is C1COCC1.O. The product is [OH:8][CH2:7][CH2:6][CH2:5][CH2:4][CH2:3][CH2:2][NH:1][C:14](=[O:15])[O:13][C:10]([CH3:12])([CH3:11])[CH3:9]. The yield is 0.540. (5) The reactants are O1CCCCC1[O:7][CH2:8][C@H:9]1[CH2:15][CH2:14][C:11]2([CH2:13][CH2:12]2)[O:10]1.CC1C=CC(S([O-])(=O)=O)=CC=1.C1C=C[NH+]=CC=1. The catalyst is CO. The product is [OH:7][CH2:8][C@H:9]1[CH2:15][CH2:14][C:11]2([CH2:13][CH2:12]2)[O:10]1. The yield is 0.890. (6) The catalyst is C(O)(=O)C. The yield is 0.240. The reactants are [C:1]([C:5]1[C:6](=[O:16])[C:7](=[O:15])[CH:8]=[C:9]([C:11]([CH3:14])([CH3:13])[CH3:12])[CH:10]=1)([CH3:4])([CH3:3])[CH3:2].[N+:17]([O-])([OH:19])=[O:18].O. The product is [C:11]([C:9]1[CH:10]=[C:5]([C:1]([CH3:4])([CH3:2])[CH3:3])[C:6](=[O:16])[C:7](=[O:15])[C:8]=1[N+:17]([O-:19])=[O:18])([CH3:14])([CH3:13])[CH3:12]. (7) The reactants are [N:1]1([CH2:7][CH2:8][NH:9][C:10]2[C:18]3[O:17][CH:16]=[CH:15][C:14]=3[CH:13]=[C:12]([NH2:19])[CH:11]=2)[CH2:6][CH2:5][O:4][CH2:3][CH2:2]1.C(N(CC)CC)C.[C:27]1([S:33]([Cl:36])(=[O:35])=[O:34])[CH:32]=[CH:31][CH:30]=[CH:29][CH:28]=1. The catalyst is ClCCl. The product is [ClH:36].[N:1]1([CH2:7][CH2:8][NH:9][C:10]2[C:18]3[O:17][CH:16]=[CH:15][C:14]=3[CH:13]=[C:12]([NH:19][S:33]([C:27]3[CH:32]=[CH:31][CH:30]=[CH:29][CH:28]=3)(=[O:35])=[O:34])[CH:11]=2)[CH2:6][CH2:5][O:4][CH2:3][CH2:2]1. The yield is 0.320.